This data is from Forward reaction prediction with 1.9M reactions from USPTO patents (1976-2016). The task is: Predict the product of the given reaction. (1) Given the reactants C([N:8]1[CH2:17][CH2:16][C:15]2[C:14]([C:18]3[N:22]([CH:23]4[CH2:28][CH2:27][CH2:26][CH2:25][O:24]4)[N:21]=[CH:20][CH:19]=3)=[N:13][CH:12]=[N:11][C:10]=2[CH:9]1[CH3:29])C1C=CC=CC=1.[H][H], predict the reaction product. The product is: [CH3:29][CH:9]1[C:10]2[N:11]=[CH:12][N:13]=[C:14]([C:18]3[N:22]([CH:23]4[CH2:28][CH2:27][CH2:26][CH2:25][O:24]4)[N:21]=[CH:20][CH:19]=3)[C:15]=2[CH2:16][CH2:17][NH:8]1. (2) Given the reactants [OH:1][C:2]1[CH:9]=[CH:8][C:5]([CH:6]=[O:7])=[CH:4][CH:3]=1.C([O-])([O-])=O.[K+].[K+].[CH2:16](Br)[C:17]1[CH:22]=[CH:21][CH:20]=[CH:19][CH:18]=1, predict the reaction product. The product is: [CH2:16]([O:1][C:2]1[CH:9]=[CH:8][C:5]([CH:6]=[O:7])=[CH:4][CH:3]=1)[C:17]1[CH:22]=[CH:21][CH:20]=[CH:19][CH:18]=1. (3) Given the reactants NC1C=CNN=1.O/[CH:8]=[C:9]1\[C:10](=[O:18])[NH:11][C:12]2[C:17]\1=[CH:16][CH:15]=[CH:14][CH:13]=2.[CH2:19]([O:21][C:22]([C:24]1[C:25]([NH2:29])=[N:26][NH:27][CH:28]=1)=[O:23])[CH3:20], predict the reaction product. The product is: [CH2:19]([O:21][C:22]([C:24]1[C:25]([NH:29][CH:8]=[C:9]2[C:17]3[C:12](=[CH:13][CH:14]=[CH:15][CH:16]=3)[NH:11][C:10]2=[O:18])=[N:26][NH:27][CH:28]=1)=[O:23])[CH3:20]. (4) Given the reactants [NH2:1][CH2:2][C@@H:3]1[C@H:8]([CH3:9])[CH2:7][CH2:6][CH2:5][N:4]1[C:10]([C:12]1[CH:17]=[C:16]([CH3:18])[CH:15]=[CH:14][C:13]=1[N:19]1[CH:23]=[N:22][C:21]([CH3:24])=[N:20]1)=[O:11].Br[C:26]1[CH:31]=[CH:30][C:29]([F:32])=[CH:28][N:27]=1, predict the reaction product. The product is: [F:32][C:29]1[CH:30]=[CH:31][C:26]([NH:1][CH2:2][C@@H:3]2[C@H:8]([CH3:9])[CH2:7][CH2:6][CH2:5][N:4]2[C:10]([C:12]2[CH:17]=[C:16]([CH3:18])[CH:15]=[CH:14][C:13]=2[N:19]2[CH:23]=[N:22][C:21]([CH3:24])=[N:20]2)=[O:11])=[N:27][CH:28]=1.